Dataset: Blood-brain barrier permeability regression values from the B3DB database. Task: Regression/Classification. Given a drug SMILES string, predict its absorption, distribution, metabolism, or excretion properties. Task type varies by dataset: regression for continuous measurements (e.g., permeability, clearance, half-life) or binary classification for categorical outcomes (e.g., BBB penetration, CYP inhibition). For this dataset (b3db_regression), we predict Y. (1) The molecule is CCC(CO)NC1=NC(=C2C(=N1)N(C=N2)C(C)C)NCC3=CC=CC=C3. The Y is -0.720 log(BB ratio). (2) The compound is CN1CC(=O)N2C(C1=O)CC3=C(C2C4=CC5=C(C=C4)OCO5)NC6=CC=CC=C36. The Y is -1.00 log(BB ratio). (3) The compound is CN(C)C(=O)C(CCN1CCC(CC1)(C2=CC=C(C=C2)Cl)O)(C3=CC=CC=C3)C4=CC=CC=C4. The Y is 0.770 log(BB ratio). (4) The compound is CCCN(CCC)S(=O)(=O)C1=CC=C(C=C1)C(=O)O. The Y is -0.400 log(BB ratio). (5) The compound is CCS(=O)(=O)N1C2=C(CN(CC2)C3CCOCC3)C4=C1C=CC(=C4)C(=O)N5CCC(CC5)C. The Y is -1.15 log(BB ratio). (6) The compound is C1=CC=C(C(=C1)C(=O)O)O. The Y is -1.10 log(BB ratio).